This data is from NCI-60 drug combinations with 297,098 pairs across 59 cell lines. The task is: Regression. Given two drug SMILES strings and cell line genomic features, predict the synergy score measuring deviation from expected non-interaction effect. (1) Drug 1: CN(C)C1=NC(=NC(=N1)N(C)C)N(C)C. Drug 2: COCCOC1=C(C=C2C(=C1)C(=NC=N2)NC3=CC=CC(=C3)C#C)OCCOC.Cl. Cell line: SNB-19. Synergy scores: CSS=1.84, Synergy_ZIP=-1.02, Synergy_Bliss=0.974, Synergy_Loewe=-1.63, Synergy_HSA=-0.628. (2) Drug 1: CCC1=CC2CC(C3=C(CN(C2)C1)C4=CC=CC=C4N3)(C5=C(C=C6C(=C5)C78CCN9C7C(C=CC9)(C(C(C8N6C)(C(=O)OC)O)OC(=O)C)CC)OC)C(=O)OC. Drug 2: CS(=O)(=O)CCNCC1=CC=C(O1)C2=CC3=C(C=C2)N=CN=C3NC4=CC(=C(C=C4)OCC5=CC(=CC=C5)F)Cl. Cell line: UACC62. Synergy scores: CSS=29.5, Synergy_ZIP=-6.81, Synergy_Bliss=-11.3, Synergy_Loewe=-10.9, Synergy_HSA=-8.86.